This data is from Catalyst prediction with 721,799 reactions and 888 catalyst types from USPTO. The task is: Predict which catalyst facilitates the given reaction. (1) Reactant: O[C:2]1[CH:3]=[C:4]([CH:7]=[C:8]([OH:10])[CH:9]=1)[CH:5]=[O:6].FC(F)(F)S([O:16][CH2:17][C:18]([F:29])([F:28])[CH2:19]OS(C(F)(F)F)(=O)=O)(=O)=O.C(=O)([O-])[O-].[Cs+].[Cs+]. Product: [F:28][C:18]1([F:29])[CH2:17][O:16][C:9]2[CH:2]=[CH:3][C:4]([CH:5]=[O:6])=[CH:7][C:8]=2[O:10][CH2:19]1. The catalyst class is: 10. (2) Reactant: [Br:1][C:2]1[CH:3]=[CH:4][C:5]([OH:11])=[C:6]([C:8](=[O:10])[CH3:9])[CH:7]=1.[F:12][C:13]1[CH:14]=[C:15]([CH:18]=[CH:19][CH:20]=1)[CH:16]=O. Product: [Br:1][C:2]1[CH:7]=[C:6]2[C:5](=[CH:4][CH:3]=1)[O:11][CH:16]([C:15]1[CH:18]=[CH:19][CH:20]=[C:13]([F:12])[CH:14]=1)[CH2:9][C:8]2=[O:10]. The catalyst class is: 40. (3) Reactant: [C:1]([C:3]1[CH:4]=[C:5]([F:54])[C:6]([N:37]2[CH2:42][CH2:41][N:40](C(OC(C)(C)C)=O)[C@H:39]([CH2:50][CH:51]([CH3:53])[CH3:52])[CH2:38]2)=[N:7][C:8]=1[C:9]1[C:17]2[C:12](=[N:13][CH:14]=[CH:15][CH:16]=2)[N:11](C(C2C=CC=CC=2)(C2C=CC=CC=2)C2C=CC=CC=2)[N:10]=1)#[N:2].C([SiH](CC)CC)C.C(O)(C(F)(F)F)=O. Product: [F:54][C:5]1[C:6]([N:37]2[CH2:42][CH2:41][NH:40][C@H:39]([CH2:50][CH:51]([CH3:53])[CH3:52])[CH2:38]2)=[N:7][C:8]([C:9]2[C:17]3[C:12](=[N:13][CH:14]=[CH:15][CH:16]=3)[NH:11][N:10]=2)=[C:3]([CH:4]=1)[C:1]#[N:2]. The catalyst class is: 2. (4) Reactant: [Br:1][C:2]1[CH:3]=[C:4]2[C:8](=[CH:9][CH:10]=1)[N:7]([C:11]1[CH:16]=[CH:15][CH:14]=[C:13]([C:17]#[N:18])[CH:12]=1)[CH:6]=[CH:5]2.C(=O)([O-])[O-:20].[Na+].[Na+]. Product: [Br:1][C:2]1[CH:3]=[C:4]2[C:8](=[CH:9][CH:10]=1)[N:7]([C:11]1[CH:12]=[C:13]([CH:14]=[CH:15][CH:16]=1)[C:17]([NH2:18])=[O:20])[CH:6]=[CH:5]2. The catalyst class is: 82. (5) The catalyst class is: 1. Reactant: CSC.B.[O:5]=[C:6]1[N:10]([C@H:11]([C:13]2[CH:18]=[CH:17][CH:16]=[CH:15][CH:14]=2)[CH3:12])[CH2:9][C@@H:8]([C:19](O)=[O:20])[CH2:7]1. Product: [OH:20][CH2:19][C@@H:8]1[CH2:9][N:10]([C@H:11]([C:13]2[CH:18]=[CH:17][CH:16]=[CH:15][CH:14]=2)[CH3:12])[C:6](=[O:5])[CH2:7]1. (6) The catalyst class is: 1. Reactant: O[CH:2]([CH2:8][CH2:9][CH2:10][CH3:11])[C:3]([O:5]CC)=[O:4].[CH3:12][O:13][C:14]1[CH:19]=[CH:18][C:17]([OH:20])=[CH:16][CH:15]=1.[NH2:21][C:22]1[S:23][CH:24]=[CH:25][N:26]=1. Product: [CH3:12][O:13][C:14]1[CH:19]=[CH:18][C:17]([O:20][CH:2]([CH2:8][CH2:9][CH2:10][CH3:11])[C:3]([OH:5])=[O:4])=[CH:16][CH:15]=1.[CH3:12][O:13][C:14]1[CH:19]=[CH:18][C:17]([O:20][CH:2]([CH2:8][CH2:9][CH2:10][CH3:11])[C:3]([NH:21][C:22]2[S:23][CH:24]=[CH:25][N:26]=2)=[O:5])=[CH:16][CH:15]=1. (7) Reactant: [Cl:1][CH2:2][C:3]1[NH:12][C:11](=O)[C:10]2[C:5](=[CH:6][CH:7]=[CH:8][CH:9]=2)[N:4]=1.O=P(Cl)(Cl)[Cl:16]. Product: [Cl:16][C:11]1[C:10]2[C:5](=[CH:6][CH:7]=[CH:8][CH:9]=2)[N:4]=[C:3]([CH2:2][Cl:1])[N:12]=1. The catalyst class is: 12.